This data is from Catalyst prediction with 721,799 reactions and 888 catalyst types from USPTO. The task is: Predict which catalyst facilitates the given reaction. Reactant: [CH3:1][O:2][C:3]1[CH:8]=[CH:7][C:6]([NH:9][C:10]2[S:11][CH:12]=[C:13]([CH3:15])[N:14]=2)=[CH:5][C:4]=1[OH:16].C([O-])([O-])=O.[K+].[K+].Br[CH2:24][CH:25]=[C:26]([CH3:28])[CH3:27]. Product: [CH3:15][C:13]1[N:14]=[C:10]([NH:9][C:6]2[CH:7]=[CH:8][C:3]([O:2][CH3:1])=[C:4]([O:16][CH2:24][CH:25]=[C:26]([CH3:28])[CH3:27])[CH:5]=2)[S:11][CH:12]=1. The catalyst class is: 21.